This data is from Reaction yield outcomes from USPTO patents with 853,638 reactions. The task is: Predict the reaction yield, written as a fraction of the theoretical maximum amount of product (1.0 means a 100% yield; for example, 0.34 means a 34% yield). (1) The reactants are [Cl:1][C:2]1[CH:9]=[CH:8][CH:7]=[C:6](F)[C:3]=1[CH:4]=[O:5].[CH2:11]([N:13]1[CH2:18][CH2:17][NH:16][CH2:15][CH2:14]1)[CH3:12].C(=O)([O-])[O-].[K+].[K+]. The catalyst is CN(C=O)C. The product is [Cl:1][C:2]1[CH:9]=[CH:8][CH:7]=[C:6]([N:16]2[CH2:17][CH2:18][N:13]([CH2:11][CH3:12])[CH2:14][CH2:15]2)[C:3]=1[CH:4]=[O:5]. The yield is 0.930. (2) The reactants are CC1(C)[O:6][C@H:5]([CH2:7][O:8][C:9]2[CH:14]=[CH:13][C:12]([C:15]([C:20]3[CH:25]=[CH:24][C:23]([CH:26]([CH3:34])[CH2:27][C:28]([CH2:32][CH3:33])([OH:31])[CH2:29][CH3:30])=[C:22]([CH3:35])[CH:21]=3)([CH2:18][CH3:19])[CH2:16][CH3:17])=[CH:11][C:10]=2[CH3:36])[CH2:4][O:3]1.CC1(C)C2(CS(O)(=O)=O)C(CC1CC2)=O.C([O-])(O)=O.[Na+]. The catalyst is C1COCC1.O. The product is [CH2:16]([C:15]([C:12]1[CH:13]=[CH:14][C:9]([O:8][CH2:7][C@@H:5]([OH:6])[CH2:4][OH:3])=[C:10]([CH3:36])[CH:11]=1)([C:20]1[CH:25]=[CH:24][C:23]([CH:26]([CH3:34])[CH2:27][C:28]([CH2:29][CH3:30])([OH:31])[CH2:32][CH3:33])=[C:22]([CH3:35])[CH:21]=1)[CH2:18][CH3:19])[CH3:17]. The yield is 0.670. (3) The reactants are [F:1][C:2]1[CH:7]=[C:6]([CH3:8])[CH:5]=[CH:4][C:3]=1[OH:9].[N+:10]([O-])([OH:12])=[O:11]. The catalyst is ClCCl. The product is [F:1][C:2]1[CH:7]=[C:6]([CH3:8])[CH:5]=[C:4]([N+:10]([O-:12])=[O:11])[C:3]=1[OH:9]. The yield is 0.930. (4) The yield is 0.870. The product is [F:19][C:20]([F:33])([F:32])[S:21]([O:11][C:7]1[CH:8]=[CH:9][CH:10]=[C:5]([C:1]([CH3:4])([CH3:2])[CH3:3])[CH:6]=1)(=[O:23])=[O:22]. The reactants are [C:1]([C:5]1[CH:6]=[C:7]([OH:11])[CH:8]=[CH:9][CH:10]=1)([CH3:4])([CH3:3])[CH3:2].C(N(CC)CC)C.[F:19][C:20]([F:33])([F:32])[S:21](O[S:21]([C:20]([F:33])([F:32])[F:19])(=[O:23])=[O:22])(=[O:23])=[O:22]. The catalyst is ClCCl. (5) The reactants are Br[C:2]1[CH:3]=[C:4]2[C:8](=[CH:9][CH:10]=1)[N:7]([CH2:11][CH2:12][N:13]1[CH2:17][CH2:16][CH2:15][CH2:14]1)[N:6]=[CH:5]2.[Cl:18][C:19]1[CH:24]=[CH:23][C:22]([C:25]2[O:33][C:32]3[CH:31]=[CH:30][NH:29][C:28](=[O:34])[C:27]=3[CH:26]=2)=[CH:21][CH:20]=1.C([O-])([O-])=O.[Cs+].[Cs+].CN[C@@H]1CCCC[C@H]1NC. The catalyst is CN1C(=O)CCC1.[Cu]I. The product is [Cl:18][C:19]1[CH:20]=[CH:21][C:22]([C:25]2[O:33][C:32]3[CH:31]=[CH:30][N:29]([C:2]4[CH:3]=[C:4]5[C:8](=[CH:9][CH:10]=4)[N:7]([CH2:11][CH2:12][N:13]4[CH2:17][CH2:16][CH2:15][CH2:14]4)[N:6]=[CH:5]5)[C:28](=[O:34])[C:27]=3[CH:26]=2)=[CH:23][CH:24]=1. The yield is 0.130. (6) The reactants are C(OCOC([C:9]1[C:14]([F:15])=[C:13]([CH3:16])[CH:12]=[CH:11][C:10]=1[B:17]1[O:21][C:20]([CH3:23])([CH3:22])C(C)(C)[O:18]1)(C)C)C.Cl. The catalyst is C1COCC1. The product is [F:15][C:14]1[C:9]2[C:20]([CH3:22])([CH3:23])[O:21][B:17]([OH:18])[C:10]=2[CH:11]=[CH:12][C:13]=1[CH3:16]. The yield is 0.538. (7) The reactants are [CH3:1][O:2][C:3]1[CH:4]=[C:5]([C:11]2[CH:15]=[C:14]([CH:16](C)[CH2:17][CH:18]=O)[O:13][N:12]=2)[CH:6]=[CH:7][C:8]=1[O:9][CH3:10].[CH3:21][C:22]1[CH:27]=[CH:26][CH:25]=[CH:24][C:23]=1[N:28]1[CH2:33][CH2:32]C[CH2:30][CH2:29]1.Cl.[CH:35]([N:38](C(C)C)CC)(C)C.[BH-](OC(C)=O)(OC(C)=O)OC(C)=O.[Na+]. The catalyst is C(Cl)Cl. The product is [CH3:10][O:9][C:8]1[CH:7]=[CH:6][C:5]([C:11]2[CH:15]=[C:14]([CH2:16][CH2:17][CH2:18][CH2:35][N:38]3[CH2:32][CH2:33][N:28]([C:23]4[CH:24]=[CH:25][CH:26]=[CH:27][C:22]=4[CH3:21])[CH2:29][CH2:30]3)[O:13][N:12]=2)=[CH:4][C:3]=1[O:2][CH3:1]. The yield is 0.614.